Dataset: Full USPTO retrosynthesis dataset with 1.9M reactions from patents (1976-2016). Task: Predict the reactants needed to synthesize the given product. (1) Given the product [O:9]1[CH:5]([CH2:4][NH2:1])[CH2:6][C:7]2[CH:17]=[CH:16][C:15]3[CH2:14][CH2:13][CH2:12][CH2:11][C:10]=3[C:8]1=2, predict the reactants needed to synthesize it. The reactants are: [N:1]([CH2:4][CH:5]1[O:9][C:8]2[C:10]3[CH2:11][CH2:12][CH2:13][CH2:14][C:15]=3[CH:16]=[CH:17][C:7]=2[CH2:6]1)=[N+]=[N-]. (2) Given the product [NH:1]([C:13]([O:15][CH2:16][CH:17]1[C:29]2[C:24](=[CH:25][CH:26]=[CH:27][CH:28]=2)[C:23]2[C:18]1=[CH:19][CH:20]=[CH:21][CH:22]=2)=[O:14])[C@@H:2]([C:10]([NH:49][C@H:50]([C:55]([OH:57])=[O:56])[CH2:51][CH:52]([CH3:54])[CH3:53])=[O:11])[CH2:3][C:4]1[CH:9]=[CH:8][CH:7]=[CH:6][CH:5]=1, predict the reactants needed to synthesize it. The reactants are: [NH:1]([C:13]([O:15][CH2:16][CH:17]1[C:29]2[C:24](=[CH:25][CH:26]=[CH:27][CH:28]=2)[C:23]2[C:18]1=[CH:19][CH:20]=[CH:21][CH:22]=2)=[O:14])[C@@H:2]([C:10](O)=[O:11])[CH2:3][C:4]1[CH:9]=[CH:8][CH:7]=[CH:6][CH:5]=1.C1C=CC2N(O)N=NC=2C=1.CC(C)N=C=NC(C)C.[NH2:49][C@H:50]([C:55]([OH:57])=[O:56])[CH2:51][CH:52]([CH3:54])[CH3:53].C1C=C2C(C(O)(O)C(=O)C2=CC=1)=O. (3) The reactants are: [CH2:1]([C:3]1[CH:8]=[CH:7][CH:6]=[C:5]([CH2:9][CH3:10])[C:4]=1[C:11]1[N:16]=[C:15]([C:17]#[N:18])[C:14]([CH2:19]O[Si](C)(C)C)=[C:13]([O:25][CH3:26])[CH:12]=1)[CH3:2].C(Br)(Br)(Br)[Br:28].C1(P(C2C=CC=CC=2)C2C=CC=CC=2)C=CC=CC=1.CC(C)=O. Given the product [Br:28][CH2:19][C:14]1[C:15]([C:17]#[N:18])=[N:16][C:11]([C:4]2[C:3]([CH2:1][CH3:2])=[CH:8][CH:7]=[CH:6][C:5]=2[CH2:9][CH3:10])=[CH:12][C:13]=1[O:25][CH3:26], predict the reactants needed to synthesize it. (4) The reactants are: [H-].[Na+].[I:3][C:4]1[CH:17]=[CH:16][C:7]([CH2:8][C:9]2[CH:14]=[CH:13][C:12]([OH:15])=[CH:11][CH:10]=2)=[CH:6][CH:5]=1.[C:18]([O:22][C:23]([N:25]1[CH2:29][CH2:28][CH2:27][C@@H:26]1[CH2:30]OS(C1C=CC(C)=CC=1)(=O)=O)=[O:24])([CH3:21])([CH3:20])[CH3:19]. Given the product [C:18]([O:22][C:23]([N:25]1[CH2:29][CH2:28][CH2:27][C@@H:26]1[CH2:30][O:15][C:12]1[CH:13]=[CH:14][C:9]([CH2:8][C:7]2[CH:6]=[CH:5][C:4]([I:3])=[CH:17][CH:16]=2)=[CH:10][CH:11]=1)=[O:24])([CH3:21])([CH3:19])[CH3:20], predict the reactants needed to synthesize it. (5) The reactants are: [N+:1]([C:4]1[CH:5]=[C:6]([CH:10](O)[CH3:11])[CH:7]=[CH:8][CH:9]=1)([O-:3])=[O:2].C1(P(C2C=CC=CC=2)C2C=CC=CC=2)C=CC=CC=1.N1C=CN=C1.[I:37]I.[Cl-].[NH4+]. Given the product [I:37][CH2:11][CH2:10][C:6]1[CH:7]=[CH:8][CH:9]=[C:4]([N+:1]([O-:3])=[O:2])[CH:5]=1, predict the reactants needed to synthesize it.